From a dataset of Forward reaction prediction with 1.9M reactions from USPTO patents (1976-2016). Predict the product of the given reaction. (1) Given the reactants [Cl:1][C:2]1[CH:3]=[CH:4][C:5]([O:26]C)=[C:6]([C:8]2[C:12]([NH:13][C:14]([C:16]3[CH:17]=[N:18][N:19]4[CH:24]=[CH:23][CH:22]=[N:21][C:20]=34)=[O:15])=[CH:11][N:10]([CH3:25])[N:9]=2)[CH:7]=1.B(Br)(Br)Br, predict the reaction product. The product is: [Cl:1][C:2]1[CH:3]=[CH:4][C:5]([OH:26])=[C:6]([C:8]2[C:12]([NH:13][C:14]([C:16]3[CH:17]=[N:18][N:19]4[CH:24]=[CH:23][CH:22]=[N:21][C:20]=34)=[O:15])=[CH:11][N:10]([CH3:25])[N:9]=2)[CH:7]=1. (2) Given the reactants [NH2:1][C:2]1[C:7]([C:8]([NH2:10])=[O:9])=[C:6]([N:11]2[CH2:16][CH2:15][CH:14]([C:17]3[N:18]([CH3:33])[CH:19]=[C:20]([C:22]4[CH:27]=[CH:26][C:25]([F:28])=[C:24]([C:29]([F:32])([F:31])[F:30])[CH:23]=4)[N:21]=3)[CH2:13][CH2:12]2)[N:5]=[CH:4][N:3]=1.NC1C(C#N)=C(N2CCC(C3N(C[CH2:66][N:67]([CH2:69][CH2:70][O:71][CH3:72])[CH3:68])C=C(C4C=CC(F)=C(C(F)(F)F)C=4)N=3)CC2)N=CN=1, predict the reaction product. The product is: [NH2:1][C:2]1[C:7]([C:8]([NH2:10])=[O:9])=[C:6]([N:11]2[CH2:16][CH2:15][CH:14]([C:17]3[N:18]([CH2:33][CH2:66][N:67]([CH2:69][CH2:70][O:71][CH3:72])[CH3:68])[CH:19]=[C:20]([C:22]4[CH:27]=[CH:26][C:25]([F:28])=[C:24]([C:29]([F:32])([F:31])[F:30])[CH:23]=4)[N:21]=3)[CH2:13][CH2:12]2)[N:5]=[CH:4][N:3]=1. (3) Given the reactants [CH2:1]([O:8][CH2:9][CH2:10][N:11]1[C:17](=[O:18])[C@@H:16]([NH:19][C:20](=[O:25])[CH2:21][C:22]([OH:24])=O)[C:15]2[CH:26]=[CH:27][CH:28]=[CH:29][C:14]=2[C:13]2[CH:30]=[CH:31][CH:32]=[CH:33][C:12]1=2)[C:2]1[CH:7]=[CH:6][CH:5]=[CH:4][CH:3]=1.[F:34][C:35]([F:43])([C:39]([F:42])([F:41])[F:40])[CH2:36][CH2:37][NH2:38], predict the reaction product. The product is: [CH2:1]([O:8][CH2:9][CH2:10][N:11]1[C:17](=[O:18])[C@@H:16]([NH:19][C:20](=[O:25])[CH2:21][C:22]([NH:38][CH2:37][CH2:36][C:35]([F:43])([F:34])[C:39]([F:42])([F:41])[F:40])=[O:24])[C:15]2[CH:26]=[CH:27][CH:28]=[CH:29][C:14]=2[C:13]2[CH:30]=[CH:31][CH:32]=[CH:33][C:12]1=2)[C:2]1[CH:7]=[CH:6][CH:5]=[CH:4][CH:3]=1. (4) The product is: [F:28][C:26]([C@H:29]1[N:34]2[N:35]=[CH:36][C:37]([C:38]([OH:40])=[O:39])=[C:33]2[NH:32][C@@H:31]([C:43]2[CH:44]=[CH:45][C:46]([CH2:49][CH3:50])=[CH:47][CH:48]=2)[CH2:30]1)([F:25])[CH3:27]. Given the reactants C(C1C=CC([C@H]2C[C@@H](C(F)(F)F)N3N=CC(C(O)=O)=C3N2)=CC=1)C.[F:25][C:26]([C@H:29]1[N:34]2[N:35]=[CH:36][C:37]([C:38]([O:40]CC)=[O:39])=[C:33]2[NH:32][C@@H:31]([C:43]2[CH:48]=[CH:47][C:46]([CH2:49][CH3:50])=[CH:45][CH:44]=2)[CH2:30]1)([F:28])[CH3:27].[OH-].[K+], predict the reaction product. (5) Given the reactants N[C:2]1[CH:7]=[CH:6][C:5]([NH:8][C:9]2[C:18]3[C:17](=[O:19])[NH:16][CH:15]=[N:14][C:13]=3[N:12]([CH3:20])[C:11](=[O:21])[C:10]=2[CH3:22])=[C:4]([F:23])[CH:3]=1.Cl.N([O-])=O.[Na+].[I-:29].[K+], predict the reaction product. The product is: [F:23][C:4]1[CH:3]=[C:2]([I:29])[CH:7]=[CH:6][C:5]=1[NH:8][C:9]1[C:18]2[C:17](=[O:19])[NH:16][CH:15]=[N:14][C:13]=2[N:12]([CH3:20])[C:11](=[O:21])[C:10]=1[CH3:22]. (6) The product is: [O:35]1[CH2:40][CH2:39][N:38]([C:41]2[C:46]([NH:47][C:55]3[C:64]4[C:59](=[CH:60][C:61]([F:66])=[CH:62][C:63]=4[F:65])[N:58]=[C:57]([C:67]4[C:68]([CH3:73])=[N:69][CH:70]=[CH:71][CH:72]=4)[C:56]=3[CH3:74])=[CH:45][C:44]([N:48]3[CH2:49][CH2:50][O:51][CH2:52][CH2:53]3)=[CH:43][N:42]=2)[CH2:37][CH2:36]1. Given the reactants C1(P(C2CCCCC2)C2C=CC=CC=2C2C(C(C)C)=CC(C(C)C)=CC=2C(C)C)CCCCC1.[O:35]1[CH2:40][CH2:39][N:38]([C:41]2[C:46]([NH2:47])=[CH:45][C:44]([N:48]3[CH2:53][CH2:52][O:51][CH2:50][CH2:49]3)=[CH:43][N:42]=2)[CH2:37][CH2:36]1.Cl[C:55]1[C:64]2[C:59](=[CH:60][C:61]([F:66])=[CH:62][C:63]=2[F:65])[N:58]=[C:57]([C:67]2[C:68]([CH3:73])=[N:69][CH:70]=[CH:71][CH:72]=2)[C:56]=1[CH3:74].CC(C)([O-])C.[Na+], predict the reaction product.